This data is from CYP1A2 inhibition data for predicting drug metabolism from PubChem BioAssay. The task is: Regression/Classification. Given a drug SMILES string, predict its absorption, distribution, metabolism, or excretion properties. Task type varies by dataset: regression for continuous measurements (e.g., permeability, clearance, half-life) or binary classification for categorical outcomes (e.g., BBB penetration, CYP inhibition). Dataset: cyp1a2_veith. (1) The drug is Cc1cc(C)c(-c2cc([C@H](C)O/N=C\[C@@H](C)[C@H](OCc3ccccc3)C(C)C)on2)c(C)c1. The result is 0 (non-inhibitor). (2) The drug is CC1Cc2ccccc2N1C(=O)c1cc2c(=O)n3ccccc3nc2n1C. The result is 1 (inhibitor). (3) The molecule is COc1ccc(N(C(=O)Cn2nnc3ccccc32)C2(C(=O)NC3CCCC3)CCCCC2)cc1. The result is 0 (non-inhibitor). (4) The compound is COc1ccc(-c2cc(=O)oc3cc4occ(C)c4cc23)cc1. The result is 1 (inhibitor). (5) The drug is CC(=O)C(N=Nc1ccccc1)(Sc1nnc(-c2ccccc2)n1-c1ccccc1)C(=O)Nc1ccccc1. The result is 0 (non-inhibitor). (6) The result is 0 (non-inhibitor). The drug is COC(=O)[C@H]1[C@H](c2ccccc2)[C@@]2(c3ccccc3)Oc3ccccc3[C@@]2(O)[C@@H]1O. (7) The drug is CN(Cc1ccco1)c1cc(-c2ccccc2Cl)ncn1. The result is 1 (inhibitor).